Dataset: Catalyst prediction with 721,799 reactions and 888 catalyst types from USPTO. Task: Predict which catalyst facilitates the given reaction. (1) Reactant: [CH2:1]([N:8]([C@H:13]([CH:15]1[CH2:17][CH2:16]1)[CH3:14])[C:9](=[O:12])[CH2:10]Br)[C:2]1[CH:7]=[CH:6][CH:5]=[CH:4][CH:3]=1.[N-:18]=[N+:19]=[N-:20].[Na+]. Product: [N:18]([CH2:10][C:9]([N:8]([CH2:1][C:2]1[CH:7]=[CH:6][CH:5]=[CH:4][CH:3]=1)[C@H:13]([CH:15]1[CH2:17][CH2:16]1)[CH3:14])=[O:12])=[N+:19]=[N-:20]. The catalyst class is: 58. (2) Reactant: [NH:1](C(OC(C)(C)C)=O)[C@H:2]([C:8]([O:10]C(C)(C)C)=[O:9])[CH2:3][CH2:4][C:5](=[O:7])O.C1N=CN(C(N2C=NC=C2)=O)C=1.[NH2:34][C:35]1[CH:36]=[CH:37][C:38]([OH:45])=[C:39]([S:41]([O-:44])(=[O:43])=[O:42])[CH:40]=1.[Na+]. Product: [OH:45][C:38]1[CH:37]=[CH:36][C:35]([NH:34][C:5](=[O:7])[CH2:4][CH2:3][C@@H:2]([C:8]([OH:10])=[O:9])[NH2:1])=[CH:40][C:39]=1[S:41]([OH:44])(=[O:42])=[O:43]. The catalyst class is: 168. (3) Reactant: [Cl-].[Na+].O.O.Br[C:6]1[CH:7]=[CH:8][C:9]([OH:20])=[C:10]([C:12]([C:14]2[CH:19]=[CH:18][CH:17]=[CH:16][CH:15]=2)=O)[CH:11]=1.C(C1C=C(C2C=CC(CCC#N)=CC=2CC(C)C)C=CC=1C1C=CC(OCC#N)=C(CC2C=CC=CC=2)C=1)[C:22]1[CH:27]=[CH:26][CH:25]=[CH:24][CH:23]=1.C(C1C=C([C:86]2[CH:91]=[CH:90][C:89](CCC#N)=[CH:88][C:87]=2CC(C)C)C=CC=1OS(C(F)(F)F)(=O)=O)C1C=CC=CC=1.COC1C=CC=[CH:107][C:103]=1[C:104]([OH:106])=[O:105].C(C1C=C(C2C=CC(CCC#N)=CC=2[CH2:136][CH:137]([CH3:139])[CH3:138])C=CC=1OC)C1C=CC=CC=1.C(COC1C=CC(C2C=CC(C3C=CC(CCC#N)=CC=3CC(C)C)=CC=2CC2C3C(=CC=CC=3)C=CC=2)=CC=1[CH2:181][CH:182]([CH3:184])[CH3:183])#N.C(C1C=C(C2C=CC(CCC(O)=O)=CC=2CC(C)C)C=CC=1C1C=CC(O[CH2:205][C:206]([OH:208])=[O:207])=C(CC(C)C)C=1)C1C=CC=CC=1.I[C:229]1[CH:234]=CC(O)=[CH:231][CH:230]=1. Product: [C:206]([CH2:205][O:20][C:9]1[CH:8]=[CH:7][C:6]([C:86]2[CH:87]=[CH:88][C:89]([C:27]3[CH:26]=[CH:25][C:24]([CH2:107][CH2:103][C:104]([OH:106])=[O:105])=[CH:23][C:22]=3[CH2:184][CH:182]([CH3:181])[CH3:183])=[CH:90][CH:91]=2)=[C:11]([CH2:139][CH:137]([CH3:136])[CH3:138])[C:10]=1[CH2:12][C:14]1[C:19]2[C:18](=[CH:234][CH:229]=[CH:230][CH:231]=2)[CH:17]=[CH:16][CH:15]=1)([OH:208])=[O:207]. The catalyst class is: 52. (4) Reactant: [C:9](O[C:9]([O:11][C:12]([CH3:15])([CH3:14])[CH3:13])=[O:10])([O:11][C:12]([CH3:15])([CH3:14])[CH3:13])=[O:10].[C:16]([C:18]1[CH:29]=[C:28]2[C:21]([NH:22][CH:23]=[C:24]2[CH2:25][CH2:26][NH2:27])=[CH:20][CH:19]=1)#[N:17].[OH-].[Na+]. Product: [C:12]([O:11][C:9]([NH:27][CH2:26][CH2:25][C:24]1[C:28]2[C:21](=[CH:20][CH:19]=[C:18]([C:16]#[N:17])[CH:29]=2)[NH:22][CH:23]=1)=[O:10])([CH3:13])([CH3:14])[CH3:15]. The catalyst class is: 1. (5) Reactant: [CH2:1]([O:3][C:4]([C:6]1[CH:7]=[C:8]2[C:13](=[CH:14][CH:15]=1)[N:12]=[C:11]([CH3:16])[N:10]([C:17]1[CH:22]=[CH:21][C:20]([O:23][CH2:24][CH2:25][CH2:26][N:27]3[CH2:31][CH2:30][CH2:29][CH2:28]3)=[CH:19][C:18]=1[O:32][CH2:33][CH2:34][F:35])[C:9]2=[O:36])=[O:5])C.C[O-].[Na+]. The catalyst class is: 5. Product: [F:35][CH2:34][CH2:33][O:32][C:18]1[CH:19]=[C:20]([O:23][CH2:24][CH2:25][CH2:26][N:27]2[CH2:31][CH2:30][CH2:29][CH2:28]2)[CH:21]=[CH:22][C:17]=1[N:10]1[C:9](=[O:36])[C:8]2[C:13](=[CH:14][CH:15]=[C:6]([C:4]([O:3][CH3:1])=[O:5])[CH:7]=2)[N:12]=[C:11]1[CH3:16]. (6) Reactant: CC([O-])(C)C.[Na+].C([C:9]1([NH:13][C:14](=[O:23])[C:15]2[CH:20]=[CH:19][C:18]([O:21][CH3:22])=[CH:17][CH:16]=2)[CH2:12][CH2:11][CH2:10]1)#N.C(OC)(C)(C)C.C([O-])(O)=O.[Na+]. Product: [C:9]1([NH:13][C:14](=[O:23])[C:15]2[CH:20]=[CH:19][C:18]([O:21][CH3:22])=[CH:17][CH:16]=2)[CH2:12][CH2:11][CH:10]=1. The catalyst class is: 1.